From a dataset of Catalyst prediction with 721,799 reactions and 888 catalyst types from USPTO. Predict which catalyst facilitates the given reaction. (1) Reactant: [CH3:1][N:2]([CH2:4][C:5]1[N:6]([CH2:30][C:31]2[CH:36]=[CH:35][C:34]([C:37]3[CH:42]=[CH:41][C:40]([C:43]([F:46])([F:45])[F:44])=[CH:39][CH:38]=3)=[CH:33][CH:32]=2)[C:7]([CH2:10][N:11]2[C:16]3[CH2:17][CH2:18][CH2:19][C:15]=3[C:14](=[O:20])[N:13]=[C:12]2[S:21][CH2:22][C:23]2[CH:28]=[CH:27][C:26]([F:29])=[CH:25][CH:24]=2)=[N:8][N:9]=1)[CH3:3].[CH3:47][Br:48]. Product: [Br-:48].[F:29][C:26]1[CH:27]=[CH:28][C:23]([CH2:22][S:21][C:12]2[N:11]([CH2:10][C:7]3[N:6]([CH2:30][C:31]4[CH:36]=[CH:35][C:34]([C:37]5[CH:38]=[CH:39][C:40]([C:43]([F:45])([F:46])[F:44])=[CH:41][CH:42]=5)=[CH:33][CH:32]=4)[C:5]([CH2:4][N+:2]([CH3:47])([CH3:1])[CH3:3])=[N:9][N:8]=3)[C:16]3[CH2:17][CH2:18][CH2:19][C:15]=3[C:14](=[O:20])[N:13]=2)=[CH:24][CH:25]=1. The catalyst class is: 21. (2) Reactant: [Br:1][C:2]1[C:3]([C:14](=[S:16])[NH2:15])=[CH:4][C:5]([NH:8][C:9]([NH:11][CH2:12][CH3:13])=[O:10])=[N:6][CH:7]=1.[CH3:17]OC1C=CC(P2(SP(C3C=CC(OC)=CC=3)(=S)S2)=S)=CC=1. Product: [Br:1][C:2]1[C:3]([C:14](=[S:16])[NH2:15])=[CH:4][C:5]([NH:8][C:9]([NH:11][CH:12]([CH3:17])[CH3:13])=[O:10])=[N:6][CH:7]=1. The catalyst class is: 1.